From a dataset of Forward reaction prediction with 1.9M reactions from USPTO patents (1976-2016). Predict the product of the given reaction. Given the reactants [Cl:1][C:2]1[CH:9]=[CH:8][C:5]([CH:6]=O)=[C:4]([OH:10])[CH:3]=1.Br[CH:12](C(OCC)=O)[C:13]([O:15][CH2:16][CH3:17])=[O:14].C(=O)([O-])[O-].[K+].[K+], predict the reaction product. The product is: [Cl:1][C:2]1[CH:9]=[CH:8][C:5]2[CH:6]=[C:12]([C:13]([O:15][CH2:16][CH3:17])=[O:14])[O:10][C:4]=2[CH:3]=1.